Task: Predict the reactants needed to synthesize the given product.. Dataset: Full USPTO retrosynthesis dataset with 1.9M reactions from patents (1976-2016) Given the product [I:1][C:2]1[CH:3]=[C:4]2[N:10]=[C:9]([NH2:11])[N:8]([CH:17]([C:19]3[CH:24]=[CH:23][C:22]([O:25][CH2:26][C:27]4[CH:28]=[N:29][C:30]([C:33]([F:34])([F:35])[F:36])=[CH:31][CH:32]=4)=[C:21]([O:37][CH3:38])[CH:20]=3)[CH3:18])[C:5]2=[N:6][CH:7]=1, predict the reactants needed to synthesize it. The reactants are: [I:1][C:2]1[CH:3]=[C:4]2[N:10]=[C:9]([NH:11]C(=O)OCC)[N:8]([CH:17]([C:19]3[CH:24]=[CH:23][C:22]([O:25][CH2:26][C:27]4[CH:28]=[N:29][C:30]([C:33]([F:36])([F:35])[F:34])=[CH:31][CH:32]=4)=[C:21]([O:37][CH3:38])[CH:20]=3)[CH3:18])[C:5]2=[N:6][CH:7]=1.[O-]P([O-])([O-])=O.[K+].[K+].[K+].